This data is from Full USPTO retrosynthesis dataset with 1.9M reactions from patents (1976-2016). The task is: Predict the reactants needed to synthesize the given product. (1) Given the product [ClH:39].[NH2:8][CH2:9][C:10]1[N:11]([CH2:35][CH:36]([CH3:38])[CH3:37])[C:12](=[O:34])[C:13]2[C:18]([C:19]=1[C:20]1[CH:21]=[CH:22][CH:23]=[CH:24][CH:25]=1)=[CH:17][C:16]([C:26]1[S:27][CH:28]=[C:29]([C:31]([OH:33])=[O:32])[N:30]=1)=[CH:15][CH:14]=2, predict the reactants needed to synthesize it. The reactants are: C(OC([NH:8][CH2:9][C:10]1[N:11]([CH2:35][CH:36]([CH3:38])[CH3:37])[C:12](=[O:34])[C:13]2[C:18]([C:19]=1[C:20]1[CH:25]=[CH:24][CH:23]=[CH:22][CH:21]=1)=[CH:17][C:16]([C:26]1[S:27][CH:28]=[C:29]([C:31]([OH:33])=[O:32])[N:30]=1)=[CH:15][CH:14]=2)=O)(C)(C)C.[ClH:39]. (2) Given the product [Cl:11][C:12]([Cl:16])([Cl:15])[C:13](=[NH:14])[O:5][CH2:4][C:3]1[CH:6]=[CH:7][C:8]([F:10])=[CH:9][C:2]=1[F:1], predict the reactants needed to synthesize it. The reactants are: [F:1][C:2]1[CH:9]=[C:8]([F:10])[CH:7]=[CH:6][C:3]=1[CH2:4][OH:5].[Cl:11][C:12]([Cl:16])([Cl:15])[C:13]#[N:14]. (3) Given the product [Cl:1][C:2]1[CH:3]=[C:4]2[C:9](=[CH:10][CH:11]=1)[C:8]([CH3:13])([CH3:12])[C:7](=[O:14])[C:6]([C:15]([NH2:21])=[O:16])=[C:5]2[OH:20], predict the reactants needed to synthesize it. The reactants are: [Cl:1][C:2]1[CH:3]=[C:4]2[C:9](=[CH:10][CH:11]=1)[C:8]([CH3:13])([CH3:12])[C:7](=[O:14])[C:6]([C:15](OCC)=[O:16])=[C:5]2[OH:20].[NH3:21]. (4) Given the product [CH:1]1([CH2:7][CH2:8][CH2:9][C@@H:10]([C:19]2[O:23][N:22]=[C:21]([CH2:24][O:25][CH2:26][C:27]([O:29][CH2:30][CH3:31])=[O:28])[N:20]=2)[CH2:11][C:12]([OH:14])=[O:13])[CH2:6][CH2:5][CH2:4][CH2:3][CH2:2]1, predict the reactants needed to synthesize it. The reactants are: [CH:1]1([CH2:7][CH2:8][CH2:9][C@@H:10]([C:19]2[O:23][N:22]=[C:21]([CH2:24][O:25][CH2:26][C:27]([O:29][CH2:30][CH3:31])=[O:28])[N:20]=2)[CH2:11][C:12]([O:14]C(C)(C)C)=[O:13])[CH2:6][CH2:5][CH2:4][CH2:3][CH2:2]1.FC(F)(F)C(O)=O. (5) Given the product [NH:27]1[C:35]2[CH2:34][CH2:33][N:32]([C:2]3[N:11]=[C:10]([NH:12][CH2:13][CH:14]([C:21]4[CH:26]=[CH:25][CH:24]=[CH:23][CH:22]=4)[C:15]4[CH:16]=[CH:17][CH:18]=[CH:19][CH:20]=4)[C:9]4[C:4](=[CH:5][CH:6]=[CH:7][CH:8]=4)[N:3]=3)[CH2:31][C:30]=2[CH:29]=[CH:28]1, predict the reactants needed to synthesize it. The reactants are: Cl[C:2]1[N:11]=[C:10]([NH:12][CH2:13][CH:14]([C:21]2[CH:26]=[CH:25][CH:24]=[CH:23][CH:22]=2)[C:15]2[CH:20]=[CH:19][CH:18]=[CH:17][CH:16]=2)[C:9]2[C:4](=[CH:5][CH:6]=[CH:7][CH:8]=2)[N:3]=1.[NH:27]1[C:35]2[CH2:34][CH2:33][NH:32][CH2:31][C:30]=2[CH:29]=[CH:28]1. (6) Given the product [Cl:21][C:22]1[CH:27]=[C:26]([Cl:28])[C:25]([O:29][CH3:30])=[CH:24][C:23]=1[C:2]1[CH:7]=[CH:6][N:5]=[C:4]2[N:8]([CH2:13][O:14][CH2:15][CH2:16][Si:17]([CH3:20])([CH3:19])[CH3:18])[CH:9]=[C:10]([C:11]#[N:12])[C:3]=12, predict the reactants needed to synthesize it. The reactants are: Cl[C:2]1[CH:7]=[CH:6][N:5]=[C:4]2[N:8]([CH2:13][O:14][CH2:15][CH2:16][Si:17]([CH3:20])([CH3:19])[CH3:18])[CH:9]=[C:10]([C:11]#[N:12])[C:3]=12.[Cl:21][C:22]1[CH:27]=[C:26]([Cl:28])[C:25]([O:29][CH3:30])=[CH:24][C:23]=1B(O)O.P([O-])([O-])([O-])=O.[K+].[K+].[K+].